This data is from Peptide-MHC class II binding affinity with 134,281 pairs from IEDB. The task is: Regression. Given a peptide amino acid sequence and an MHC pseudo amino acid sequence, predict their binding affinity value. This is MHC class II binding data. The peptide sequence is PWQSGSGGVWREMHH. The MHC is DRB1_0301 with pseudo-sequence DRB1_0301. The binding affinity (normalized) is 0.155.